From a dataset of Full USPTO retrosynthesis dataset with 1.9M reactions from patents (1976-2016). Predict the reactants needed to synthesize the given product. (1) Given the product [Si:18]([O:1][C:2]1[CH:7]=[C:6]([CH3:8])[C:5]([C:9]2[CH:14]=[CH:13][CH:12]=[C:11]([CH:15]=[O:16])[CH:10]=2)=[C:4]([CH3:17])[CH:3]=1)([C:21]([CH3:24])([CH3:23])[CH3:22])([CH3:20])[CH3:19], predict the reactants needed to synthesize it. The reactants are: [OH:1][C:2]1[CH:7]=[C:6]([CH3:8])[C:5]([C:9]2[CH:14]=[CH:13][CH:12]=[C:11]([CH:15]=[O:16])[CH:10]=2)=[C:4]([CH3:17])[CH:3]=1.[Si:18](Cl)([C:21]([CH3:24])([CH3:23])[CH3:22])([CH3:20])[CH3:19].N1C=CN=C1. (2) Given the product [NH2:1][C:2]1[N:3]([C:14]([O:16][C:17]([CH3:20])([CH3:19])[CH3:18])=[O:15])[CH:4]=[C:5]([CH2:7][CH2:8][CH2:9][CH2:10][CH2:11][C:12]2[N:23]=[N:22][N:21]([CH2:24][CH2:25][NH:26][C:27](=[O:42])[C:28]3[CH:33]=[CH:32][C:31]([CH2:34][CH2:35][CH2:36][CH2:37][CH2:38][CH2:39][CH2:40][CH3:41])=[CH:30][CH:29]=3)[CH:13]=2)[N:6]=1, predict the reactants needed to synthesize it. The reactants are: [NH2:1][C:2]1[N:3]([C:14]([O:16][C:17]([CH3:20])([CH3:19])[CH3:18])=[O:15])[CH:4]=[C:5]([CH2:7][CH2:8][CH2:9][CH2:10][CH2:11][C:12]#[CH:13])[N:6]=1.[N:21]([CH2:24][CH2:25][NH:26][C:27](=[O:42])[C:28]1[CH:33]=[CH:32][C:31]([CH2:34][CH2:35][CH2:36][CH2:37][CH2:38][CH2:39][CH2:40][CH3:41])=[CH:30][CH:29]=1)=[N+:22]=[N-:23]. (3) Given the product [C:6]([O:10][C:11]([N:13]1[CH2:18][CH2:17][CH:16]([CH2:19][CH:20]([Cl:5])[C:21]2[O:22][C:23]3[CH:28]=[CH:27][N:26]=[CH:25][C:24]=3[N:29]=2)[CH2:15][CH2:14]1)=[O:12])([CH3:9])([CH3:8])[CH3:7], predict the reactants needed to synthesize it. The reactants are: CS([Cl:5])(=O)=O.[C:6]([O:10][C:11]([N:13]1[CH2:18][CH2:17][CH:16]([CH2:19][CH:20](O)[C:21]2[O:22][C:23]3[CH:28]=[CH:27][N:26]=[CH:25][C:24]=3[N:29]=2)[CH2:15][CH2:14]1)=[O:12])([CH3:9])([CH3:8])[CH3:7]. (4) Given the product [CH2:14]([O:16][C:17]1[CH:18]=[CH:19][C:20]([CH:23]2[CH2:24][CH2:25][N:26]([C:29]3[CH:30]=[CH:31][C:32]([C@@H:35]([NH:37][C:10]([C:8]4[N:9]=[C:5]([NH:4][C:1](=[O:3])[CH3:2])[O:6][CH:7]=4)=[O:12])[CH3:36])=[CH:33][CH:34]=3)[CH2:27][CH2:28]2)=[CH:21][CH:22]=1)[CH3:15], predict the reactants needed to synthesize it. The reactants are: [C:1]([NH:4][C:5]1[O:6][CH:7]=[C:8]([C:10]([OH:12])=O)[N:9]=1)(=[O:3])[CH3:2].Cl.[CH2:14]([O:16][C:17]1[CH:22]=[CH:21][C:20]([CH:23]2[CH2:28][CH2:27][N:26]([C:29]3[CH:34]=[CH:33][C:32]([C@@H:35]([NH2:37])[CH3:36])=[CH:31][CH:30]=3)[CH2:25][CH2:24]2)=[CH:19][CH:18]=1)[CH3:15].CCN(C(C)C)C(C)C.CN(C(ON1N=NC2C=CC=CC1=2)=[N+](C)C)C.[B-](F)(F)(F)F.C([O-])([O-])=O.[K+].[K+]. (5) Given the product [CH:1]([O:4][C:5]([N:7]1[CH2:13][CH2:12][CH2:11][CH:10]([N:14]([C:30](=[O:32])[CH3:31])[CH2:15][C:16]2[CH:17]=[C:18]([C:26]([F:27])([F:29])[F:28])[CH:19]=[C:20]([C:22]([F:23])([F:25])[F:24])[CH:21]=2)[C:9]2[CH:33]=[C:34]([Br:75])[C:35]([F:37])=[CH:36][C:8]1=2)=[O:6])([CH3:3])[CH3:2], predict the reactants needed to synthesize it. The reactants are: [CH:1]([O:4][C:5]([N:7]1[CH2:13][CH2:12][CH2:11][CH:10]([N:14]([C:30](=[O:32])[CH3:31])[CH2:15][C:16]2[CH:21]=[C:20]([C:22]([F:25])([F:24])[F:23])[CH:19]=[C:18]([C:26]([F:29])([F:28])[F:27])[CH:17]=2)[C:9]2[CH:33]=[CH:34][C:35]([F:37])=[CH:36][C:8]1=2)=[O:6])([CH3:3])[CH3:2].C(OC(N1CCCC(N(C(=O)C)CC2C=C(C(F)(F)F)C=C(C(F)(F)F)C=2)C2C=C([Br:75])C(C)=CC1=2)=O)(C)C. (6) The reactants are: [CH3:1][O:2][C:3]1[CH:16]=[CH:15][C:6]2[CH:7]=[C:8]([C:10]([O:12]CC)=[O:11])[O:9][C:5]=2[CH:4]=1.CO.[Li+].[OH-]. Given the product [CH3:1][O:2][C:3]1[CH:16]=[CH:15][C:6]2[CH:7]=[C:8]([C:10]([OH:12])=[O:11])[O:9][C:5]=2[CH:4]=1, predict the reactants needed to synthesize it. (7) Given the product [Br:1][C:2]1[CH:3]=[C:4]2[C:9]([Cl:10])=[C:8]([C:11]([NH2:12])=[O:14])[CH:7]=[N:6][N:5]2[CH:13]=1, predict the reactants needed to synthesize it. The reactants are: [Br:1][C:2]1[CH:3]=[C:4]2[C:9]([Cl:10])=[C:8]([C:11]#[N:12])[CH:7]=[N:6][N:5]2[CH:13]=1.[OH:14]S(O)(=O)=O.